This data is from Peptide-MHC class II binding affinity with 134,281 pairs from IEDB. The task is: Regression. Given a peptide amino acid sequence and an MHC pseudo amino acid sequence, predict their binding affinity value. This is MHC class II binding data. (1) The peptide sequence is PLTHTIGTSVEESEM. The MHC is DRB1_0701 with pseudo-sequence DRB1_0701. The binding affinity (normalized) is 0.625. (2) The peptide sequence is AYSDDKSMKVTVAFN. The MHC is DRB1_1302 with pseudo-sequence DRB1_1302. The binding affinity (normalized) is 0.387. (3) The peptide sequence is QLVMKANNSVIMNGA. The MHC is DRB1_0404 with pseudo-sequence DRB1_0404. The binding affinity (normalized) is 0.0991. (4) The peptide sequence is KIIGGIGGFIKVRQYDQILI. The MHC is HLA-DQA10101-DQB10501 with pseudo-sequence HLA-DQA10101-DQB10501. The binding affinity (normalized) is 0.299. (5) The binding affinity (normalized) is 0.581. The peptide sequence is MKKYFAATQFEPLAA. The MHC is DRB1_1001 with pseudo-sequence DRB1_1001. (6) The peptide sequence is GELQIVDKIPAAFKI. The MHC is DRB1_1101 with pseudo-sequence DRB1_1101. The binding affinity (normalized) is 0.746.